From a dataset of Full USPTO retrosynthesis dataset with 1.9M reactions from patents (1976-2016). Predict the reactants needed to synthesize the given product. (1) Given the product [CH2:3]([NH:5][C:6]1[CH:11]=[CH:10][CH:9]=[CH:8][C:7]=1[C:12]1[CH:20]=[CH:19][C:15]([C:16]([O-:18])=[O:17])=[C:14]([NH:21][C:22]([C:24]2[CH:25]=[N:26][CH:27]=[C:28]([C:30]3[CH:35]=[CH:34][CH:33]=[CH:32][CH:31]=3)[CH:29]=2)=[O:23])[CH:13]=1)[CH3:4].[Na+:2], predict the reactants needed to synthesize it. The reactants are: [OH-].[Na+:2].[CH2:3]([NH:5][C:6]1[CH:11]=[CH:10][CH:9]=[CH:8][C:7]=1[C:12]1[CH:20]=[CH:19][C:15]([C:16]([OH:18])=[O:17])=[C:14]([NH:21][C:22]([C:24]2[CH:25]=[N:26][CH:27]=[C:28]([C:30]3[CH:35]=[CH:34][CH:33]=[CH:32][CH:31]=3)[CH:29]=2)=[O:23])[CH:13]=1)[CH3:4]. (2) Given the product [C:1]([NH:4][C:5]1[N:10]=[CH:9][C:8]([NH:11][C:12]([N:29]2[CH2:30][CH2:31][N:26]([C:24]3[S:25][C:21]([CH3:20])=[C:22]([C:32]4[CH:37]=[CH:36][CH:35]=[CH:34][CH:33]=4)[N:23]=3)[CH2:27][CH2:28]2)=[O:19])=[CH:7][CH:6]=1)(=[O:3])[CH3:2], predict the reactants needed to synthesize it. The reactants are: [C:1]([NH:4][C:5]1[N:10]=[CH:9][C:8]([NH:11][C:12](=[O:19])OCC(Cl)(Cl)Cl)=[CH:7][CH:6]=1)(=[O:3])[CH3:2].[CH3:20][C:21]1[S:25][C:24]([N:26]2[CH2:31][CH2:30][NH:29][CH2:28][CH2:27]2)=[N:23][C:22]=1[C:32]1[CH:37]=[CH:36][CH:35]=[CH:34][CH:33]=1.C(N(C(C)C)CC)(C)C.O.